Dataset: Reaction yield outcomes from USPTO patents with 853,638 reactions. Task: Predict the reaction yield, written as a fraction of the theoretical maximum amount of product (1.0 means a 100% yield; for example, 0.34 means a 34% yield). (1) The reactants are [CH3:1][O:2][C:3]1[CH:4]=[C:5]([O:14][CH3:15])[C:6]2[O:10][C:9]([CH2:11][OH:12])=[CH:8][C:7]=2[CH:13]=1.Cl[C:17]([O:19][C:20]1[CH:25]=[CH:24][C:23]([N+:26]([O-:28])=[O:27])=[CH:22][CH:21]=1)=[O:18]. The catalyst is C1COCC1. The product is [C:17](=[O:18])([O:19][C:20]1[CH:21]=[CH:22][C:23]([N+:26]([O-:28])=[O:27])=[CH:24][CH:25]=1)[O:12][CH2:11][C:9]1[O:10][C:6]2[C:5]([O:14][CH3:15])=[CH:4][C:3]([O:2][CH3:1])=[CH:13][C:7]=2[CH:8]=1. The yield is 0.670. (2) The product is [C:17]([O:5][C:4](=[O:6])[C:3]1[CH:7]=[CH:8][C:9]([F:11])=[CH:10][C:2]=1[Br:1])([CH3:20])([CH3:19])[CH3:18]. The reactants are [Br:1][C:2]1[CH:10]=[C:9]([F:11])[CH:8]=[CH:7][C:3]=1[C:4]([OH:6])=[O:5].CN(C=O)C.[C:17](O)([CH3:20])([CH3:19])[CH3:18].N1C=CC=CC=1. The catalyst is ClCCl.C1CCCCC1.C(Cl)(=O)C(Cl)=O.C(OCC)(=O)C. The yield is 0.420. (3) The reactants are Br[C:2]1[C:3]([CH2:8][CH:9]2[C:17]3[C:12](=[CH:13][CH:14]=[CH:15][CH:16]=3)[C:11]3([C:29]4[C:20](=[CH:21][C:22]5[O:27][CH2:26][CH2:25][O:24][C:23]=5[CH:28]=4)[O:19][CH2:18]3)[C:10]2=[O:30])=[N:4][CH:5]=[CH:6][CH:7]=1.[CH3:31][S:32]([O-])(=[O:34])=[O:33].[Na+].[Na].N1CCC[C@H]1C(O)=O. The catalyst is CS(C)=O.C(OCC)(=O)C.[Cu](I)I. The product is [CH3:31][S:32]([C:2]1[C:3]([CH2:8][CH:9]2[C:17]3[C:12](=[CH:13][CH:14]=[CH:15][CH:16]=3)[C:11]3([C:29]4[C:20](=[CH:21][C:22]5[O:27][CH2:26][CH2:25][O:24][C:23]=5[CH:28]=4)[O:19][CH2:18]3)[C:10]2=[O:30])=[N:4][CH:5]=[CH:6][CH:7]=1)(=[O:34])=[O:33]. The yield is 0.440. (4) The reactants are [CH3:1][C:2]1[CH:6]=[C:5]([NH2:7])[N:4]([C:8]2[CH:13]=[CH:12][CH:11]=[CH:10][N:9]=2)[N:3]=1.Cl[C:15]1[CH:23]=[C:22]([F:24])[C:21]([F:25])=[CH:20][C:16]=1[C:17]([OH:19])=[O:18].C(=O)([O-])[O-].[K+].[K+].O. The catalyst is CN(C)C=O.C([O-])(=O)C.[Cu+2].C([O-])(=O)C.C(O)(=O)C. The product is [F:24][C:22]1[C:21]([F:25])=[CH:20][C:16]([C:17]([OH:19])=[O:18])=[C:15]([NH:7][C:5]2[N:4]([C:8]3[CH:13]=[CH:12][CH:11]=[CH:10][N:9]=3)[N:3]=[C:2]([CH3:1])[CH:6]=2)[CH:23]=1. The yield is 0.810. (5) The reactants are C1(P(C2C=CC=CC=2)C2C3O[C:19]4[C:14](=[CH:15][CH:16]=[CH:17][C:18]=4P(C4C=CC=CC=4)C4C=CC=CC=4)[C:13]([CH3:36])(C)[C:12]=3[CH:11]=[CH:10][CH:9]=2)C=CC=CC=1.C1(OC)C=CC=CC=1.[NH2:51][C:52]1[C:57]([Br:58])=[CH:56][C:55]([CH3:59])=[CH:54][N:53]=1.IC1C=CC(C2C=CC=CC=2)=CC=1.C(=O)([O-])[O-].[Cs+].[Cs+]. The catalyst is C([O-])(=O)C.[Pd+2].C([O-])(=O)C.O. The product is [C:14]1([C:13]2[CH:36]=[CH:9][CH:10]=[CH:11][CH:12]=2)[CH:15]=[CH:16][C:17]([NH:51][C:52]2[C:57]([Br:58])=[CH:56][C:55]([CH3:59])=[CH:54][N:53]=2)=[CH:18][CH:19]=1. The yield is 0.240. (6) The reactants are [NH2:1][N:2]1[CH:6]=[CH:5][CH:4]=[C:3]1[C:7]([NH:9][C:10]1[CH:15]=[CH:14][CH:13]=[CH:12][CH:11]=1)=[O:8].[C:16]([O:20][C:21]([N:23]1[CH2:27][C:26]([F:29])([F:28])[CH2:25][C@H:24]1[C:30](O)=[O:31])=[O:22])([CH3:19])([CH3:18])[CH3:17].CN(C(ON1N=NC2C=CC=NC1=2)=[N+](C)C)C.F[P-](F)(F)(F)(F)F.C(N(C(C)C)CC)(C)C. The yield is 0.970. The catalyst is ClCCl.CN(C=O)C. The product is [F:29][C:26]1([F:28])[CH2:27][N:23]([C:21]([O:20][C:16]([CH3:17])([CH3:18])[CH3:19])=[O:22])[C@H:24]([C:30](=[O:31])[NH:1][N:2]2[CH:6]=[CH:5][CH:4]=[C:3]2[C:7](=[O:8])[NH:9][C:10]2[CH:15]=[CH:14][CH:13]=[CH:12][CH:11]=2)[CH2:25]1. (7) The reactants are CN1CCOCC1.[CH2:8]([O:15][C:16](=[O:31])[CH:17]([NH:23][C:24]([O:26][C:27]([CH3:30])([CH3:29])[CH3:28])=[O:25])[CH2:18][CH2:19][C:20]([OH:22])=O)[C:9]1[CH:14]=[CH:13][CH:12]=[CH:11][CH:10]=1.CN([C:35]([O:39][N:40]1N=NC2C=CC=N[C:41]1=2)=[N+](C)C)C.F[P-](F)(F)(F)(F)F.Cl.CNOC. The catalyst is CN(C)C=O. The product is [CH2:8]([O:15][C:16](=[O:31])[CH:17]([NH:23][C:24]([O:26][C:27]([CH3:30])([CH3:29])[CH3:28])=[O:25])[CH2:18][CH2:19][C:20](=[O:22])[N:40]([O:39][CH3:35])[CH3:41])[C:9]1[CH:10]=[CH:11][CH:12]=[CH:13][CH:14]=1. The yield is 0.990.